This data is from Catalyst prediction with 721,799 reactions and 888 catalyst types from USPTO. The task is: Predict which catalyst facilitates the given reaction. Reactant: Cl[C:2]1[C:11]2[C:6](=[CH:7][C:8]([CH3:12])=[CH:9][CH:10]=2)[N:5]=[C:4]([C:13]2[CH:18]=[CH:17][CH:16]=[CH:15][C:14]=2[OH:19])[N:3]=1.Cl.[NH:21]1[CH2:26][CH2:25][CH2:24][CH:23]([CH2:27][NH:28][C:29](=[O:38])[O:30][CH2:31][C:32]2[CH:37]=[CH:36][CH:35]=[CH:34][CH:33]=2)[CH2:22]1.C(N(CC)CC)C. Product: [CH2:31]([O:30][C:29](=[O:38])[NH:28][CH2:27][CH:23]1[CH2:24][CH2:25][CH2:26][N:21]([C:2]2[C:11]3[C:6](=[CH:7][C:8]([CH3:12])=[CH:9][CH:10]=3)[N:5]=[C:4]([C:13]3[CH:18]=[CH:17][CH:16]=[CH:15][C:14]=3[OH:19])[N:3]=2)[CH2:22]1)[C:32]1[CH:37]=[CH:36][CH:35]=[CH:34][CH:33]=1. The catalyst class is: 2.